Dataset: TCR-epitope binding with 47,182 pairs between 192 epitopes and 23,139 TCRs. Task: Binary Classification. Given a T-cell receptor sequence (or CDR3 region) and an epitope sequence, predict whether binding occurs between them. The epitope is LLMPILTLT. The TCR CDR3 sequence is CASSLGGQGDYEQYF. Result: 0 (the TCR does not bind to the epitope).